From a dataset of Reaction yield outcomes from USPTO patents with 853,638 reactions. Predict the reaction yield, written as a fraction of the theoretical maximum amount of product (1.0 means a 100% yield; for example, 0.34 means a 34% yield). (1) The reactants are Cl[C:2]1[C:3]2[CH:16]=[C:15]([CH3:17])[S:14][C:4]=2[O:5][C:6]2[CH:12]=[C:11]([CH3:13])[CH:10]=[CH:9][C:7]=2[N:8]=1.[CH3:18][C:19]([CH3:31])([CH2:24][N:25]1[CH2:30][CH2:29][NH:28][CH2:27][CH2:26]1)[C:20]([O:22][CH3:23])=[O:21].C(=O)([O-])[O-].[K+].[K+]. The catalyst is C(#N)C. The product is [CH3:17][C:15]1[S:14][C:4]2[O:5][C:6]3[CH:12]=[C:11]([CH3:13])[CH:10]=[CH:9][C:7]=3[N:8]=[C:2]([N:28]3[CH2:27][CH2:26][N:25]([CH2:24][C:19]([CH3:31])([CH3:18])[C:20]([O:22][CH3:23])=[O:21])[CH2:30][CH2:29]3)[C:3]=2[CH:16]=1. The yield is 0.811. (2) The reactants are [CH:1]1([CH2:7][N:8]2[C:12]([C:13]3[CH:18]=[CH:17][C:16]([CH:19]=O)=[C:15]([C:21]([F:24])([F:23])[F:22])[CH:14]=3)=[CH:11][C:10]([C:25]([NH:27][CH:28]3[CH2:33][CH2:32][O:31][CH2:30][CH2:29]3)=[O:26])=[C:9]2[CH3:34])[CH2:6][CH2:5][CH2:4][CH2:3][CH2:2]1.[NH:35]1[CH2:40][CH2:39][O:38][CH2:37][CH2:36]1.[BH-](OC(C)=O)(OC(C)=O)OC(C)=O.[Na+]. The catalyst is C(Cl)Cl.CC(O)=O. The product is [CH:1]1([CH2:7][N:8]2[C:12]([C:13]3[CH:18]=[CH:17][C:16]([CH2:19][N:35]4[CH2:40][CH2:39][O:38][CH2:37][CH2:36]4)=[C:15]([C:21]([F:24])([F:22])[F:23])[CH:14]=3)=[CH:11][C:10]([C:25]([NH:27][CH:28]3[CH2:29][CH2:30][O:31][CH2:32][CH2:33]3)=[O:26])=[C:9]2[CH3:34])[CH2:6][CH2:5][CH2:4][CH2:3][CH2:2]1. The yield is 0.140. (3) The reactants are [CH2:1]([C:9]1[N:13]=[C:12]([C:14]2[CH:21]=[CH:20][C:17]([CH:18]=O)=[CH:16][CH:15]=2)[O:11][N:10]=1)[CH2:2][CH2:3][CH2:4][CH2:5][CH2:6][CH2:7][CH3:8].[Cl:22][C:23]1[CH:24]=[C:25]([CH2:29][CH2:30][NH2:31])[CH:26]=[CH:27][CH:28]=1. No catalyst specified. The product is [Cl:22][C:23]1[CH:24]=[C:25]([CH2:29][CH2:30][NH:31][CH2:18][C:17]2[CH:20]=[CH:21][C:14]([C:12]3[O:11][N:10]=[C:9]([CH2:1][CH2:2][CH2:3][CH2:4][CH2:5][CH2:6][CH2:7][CH3:8])[N:13]=3)=[CH:15][CH:16]=2)[CH:26]=[CH:27][CH:28]=1. The yield is 0.760. (4) The reactants are [Cl:1][C:2]1[N:3]=[C:4](Cl)[C:5]2[S:10][CH:9]=[CH:8][C:6]=2[N:7]=1.[N+:12]([C:15]1[CH:16]=[C:17]([OH:21])[CH:18]=[CH:19][CH:20]=1)([O-:14])=[O:13].C(=O)([O-])[O-].[Cs+].[Cs+]. No catalyst specified. The product is [Cl:1][C:2]1[N:3]=[C:4]([O:21][C:17]2[CH:18]=[CH:19][CH:20]=[C:15]([N+:12]([O-:14])=[O:13])[CH:16]=2)[C:5]2[S:10][CH:9]=[CH:8][C:6]=2[N:7]=1. The yield is 0.918.